Task: Predict the reaction yield, written as a fraction of the theoretical maximum amount of product (1.0 means a 100% yield; for example, 0.34 means a 34% yield).. Dataset: Reaction yield outcomes from USPTO patents with 853,638 reactions (1) The catalyst is O.CN(C)C=O.C(N(CC)CC)C. The product is [CH2:19]([O:26][C:27]1[CH:28]=[C:29]2[C:33](=[CH:34][CH:35]=1)[NH:32][C:31]([C:36]([N:16]1[CH2:17][CH2:18][N:13]([C:8]3[CH:9]=[CH:10][CH:11]=[CH:12][C:7]=3[C:3]([CH3:6])([CH3:4])[CH3:5])[CH2:14][CH2:15]1)=[O:37])=[CH:30]2)[C:20]1[CH:21]=[CH:22][CH:23]=[CH:24][CH:25]=1. The yield is 0.810. The reactants are Cl.Cl.[C:3]([C:7]1[CH:12]=[CH:11][CH:10]=[CH:9][C:8]=1[N:13]1[CH2:18][CH2:17][NH:16][CH2:15][CH2:14]1)([CH3:6])([CH3:5])[CH3:4].[CH2:19]([O:26][C:27]1[CH:28]=[C:29]2[C:33](=[CH:34][CH:35]=1)[NH:32][C:31]([C:36](O)=[O:37])=[CH:30]2)[C:20]1[CH:25]=[CH:24][CH:23]=[CH:22][CH:21]=1.Cl.C(N=C=NCCCN(C)C)C.O.ON1C2C=CC=CC=2N=N1. (2) The reactants are Cl.[CH2:2]([N:9]1[CH2:14][CH2:13][C:12](=O)[CH:11]([C:16]([O:18]CC)=O)[CH2:10]1)[C:3]1[CH:8]=[CH:7][CH:6]=[CH:5][CH:4]=1.C(O)(=O)C.[CH:25]([NH2:27])=[NH:26].C[O-].[Na+]. The catalyst is CO. The product is [CH2:2]([N:9]1[CH2:14][CH2:13][C:12]2[N:26]=[CH:25][NH:27][C:16](=[O:18])[C:11]=2[CH2:10]1)[C:3]1[CH:8]=[CH:7][CH:6]=[CH:5][CH:4]=1. The yield is 0.614. (3) The reactants are Br[C:2]1[CH:3]=[C:4]([CH:9]=[CH:10][C:11]=1[O:12][CH:13]([CH3:15])[CH3:14])[C:5]([O:7]C)=[O:6].[F:16][C:17]([F:22])([F:21])C([O-])=O.[K+].C1(C)C=CC=CC=1.[OH-].[Na+]. The catalyst is CN(C=O)C.CO.[Cu]I. The product is [CH:13]([O:12][C:11]1[CH:10]=[CH:9][C:4]([C:5]([OH:7])=[O:6])=[CH:3][C:2]=1[C:17]([F:22])([F:21])[F:16])([CH3:15])[CH3:14]. The yield is 0.890. (4) The reactants are [F:1][C:2]1[CH:7]=[CH:6][C:5]([CH:8]2[CH:17]([C:18]3[N:22]([CH3:23])[CH:21]=[N:20][N:19]=3)[C:16](=O)[C:15]3[C:14]([C:25]([O:27]CC)=O)=[CH:13][CH:12]=[CH:11][C:10]=3[NH:9]2)=[CH:4][CH:3]=1.O.[NH2:31][NH2:32]. The catalyst is CO. The product is [F:1][C:2]1[CH:3]=[CH:4][C:5]([CH:8]2[NH:9][C:10]3[C:15]4[C:16](=[N:31][NH:32][C:25](=[O:27])[C:14]=4[CH:13]=[CH:12][CH:11]=3)[CH:17]2[C:18]2[N:22]([CH3:23])[CH:21]=[N:20][N:19]=2)=[CH:6][CH:7]=1. The yield is 0.180. (5) The product is [CH2:1]([NH:8][CH2:9][C:10]1[CH:11]=[C:12]2[C:16](=[CH:17][C:18]=1[NH2:19])[N:15]([C:22]([C:29]1[CH:30]=[CH:31][CH:32]=[CH:33][CH:34]=1)([C:35]1[CH:40]=[CH:39][CH:38]=[CH:37][CH:36]=1)[C:23]1[CH:28]=[CH:27][CH:26]=[CH:25][CH:24]=1)[N:14]=[C:13]2[C:41]1[CH:42]=[CH:43][N:44]=[CH:45][CH:46]=1)[C:2]1[CH:3]=[CH:4][CH:5]=[CH:6][CH:7]=1. The yield is 0.630. The catalyst is [Zn]. The reactants are [CH2:1]([NH:8][CH2:9][C:10]1[CH:11]=[C:12]2[C:16](=[CH:17][C:18]=1[N+:19]([O-])=O)[N:15]([C:22]([C:35]1[CH:40]=[CH:39][CH:38]=[CH:37][CH:36]=1)([C:29]1[CH:34]=[CH:33][CH:32]=[CH:31][CH:30]=1)[C:23]1[CH:28]=[CH:27][CH:26]=[CH:25][CH:24]=1)[N:14]=[C:13]2[C:41]1[CH:46]=[CH:45][N:44]=[CH:43][CH:42]=1)[C:2]1[CH:7]=[CH:6][CH:5]=[CH:4][CH:3]=1. (6) The reactants are [CH3:1][C@H:2]1[CH2:6][CH2:5][CH2:4][N:3]1[C:7]1[N:12]=[C:11]([NH:13][C:14]2[C:15]3[N:16]([CH:29]=[CH:30][N:31]=3)[N:17]=[C:18]([C:20]3[CH:21]=[C:22]([CH:26]=[CH:27][CH:28]=3)[C:23]([OH:25])=O)[CH:19]=2)[CH:10]=[CH:9][CH:8]=1.C1C=CC2N(O)N=[N:38]C=2C=1.CCN(CC)CC.CCN=C=NCCCN(C)C.N. The catalyst is ClCCl.O1CCOCC1. The product is [CH3:1][C@H:2]1[CH2:6][CH2:5][CH2:4][N:3]1[C:7]1[N:12]=[C:11]([NH:13][C:14]2[C:15]3[N:16]([CH:29]=[CH:30][N:31]=3)[N:17]=[C:18]([C:20]3[CH:21]=[C:22]([CH:26]=[CH:27][CH:28]=3)[C:23]([NH2:38])=[O:25])[CH:19]=2)[CH:10]=[CH:9][CH:8]=1. The yield is 0.470. (7) The reactants are [NH2:1][C:2]1[N:10]=[CH:9][N:8]=[C:7]2[C:3]=1[N:4]=[CH:5][N:6]2[C@H:11]1[C@@H:15]2[O:16][C:17]([CH3:20])([CH3:19])[O:18][C@@H:14]2[C@@H:13]([CH2:21][N:22]([CH:32]([CH3:34])[CH3:33])[CH2:23][CH2:24][CH2:25][CH2:26][C:27]([O:29]CC)=[O:28])[O:12]1.[Li+].[OH-].Cl. No catalyst specified. The product is [NH2:1][C:2]1[N:10]=[CH:9][N:8]=[C:7]2[C:3]=1[N:4]=[CH:5][N:6]2[C@H:11]1[C@@H:15]2[O:16][C:17]([CH3:20])([CH3:19])[O:18][C@@H:14]2[C@@H:13]([CH2:21][N:22]([CH:32]([CH3:34])[CH3:33])[CH2:23][CH2:24][CH2:25][CH2:26][C:27]([OH:29])=[O:28])[O:12]1. The yield is 0.820. (8) The reactants are [Br:1][C:2]1[CH:3]=[C:4]2[C:9](=[CH:10][C:11]=1[O:12][CH3:13])[N:8]=[C:7](O)[N:6]=[CH:5]2.P(Cl)(Cl)([Cl:17])=O. No catalyst specified. The product is [Br:1][C:2]1[CH:3]=[C:4]2[C:9](=[CH:10][C:11]=1[O:12][CH3:13])[N:8]=[C:7]([Cl:17])[N:6]=[CH:5]2. The yield is 0.750. (9) The reactants are C[O:2][C:3]1[CH:4]=[C:5]2[C:9](=[CH:10][CH:11]=1)[CH2:8][NH:7][CH2:6]2.[BrH:12]. No catalyst specified. The product is [BrH:12].[OH:2][C:3]1[CH:4]=[C:5]2[C:9](=[CH:10][CH:11]=1)[CH2:8][NH:7][CH2:6]2. The yield is 0.930. (10) The reactants are [CH2:1]([NH:3][S:4]([C:7]1[CH:12]=[CH:11][C:10]([CH3:13])=[CH:9][CH:8]=1)(=[O:6])=[O:5])[CH3:2].C([O-])([O-])=O.[K+].[K+].CN[C@@H:22]1[CH2:27][CH2:26][CH2:25][CH2:24][C@H:23]1NC.IC1C=CC=CC=1. The catalyst is [Cu]I.C1(C)C=CC=CC=1. The product is [CH2:1]([N:3]([C:22]1[CH:27]=[CH:26][CH:25]=[CH:24][CH:23]=1)[S:4]([C:7]1[CH:12]=[CH:11][C:10]([CH3:13])=[CH:9][CH:8]=1)(=[O:6])=[O:5])[CH3:2]. The yield is 0.890.